From a dataset of Catalyst prediction with 721,799 reactions and 888 catalyst types from USPTO. Predict which catalyst facilitates the given reaction. (1) Reactant: Br[CH2:2][CH2:3][CH2:4][CH2:5][CH2:6][CH2:7][CH2:8][CH2:9][CH2:10][CH2:11][CH2:12][CH2:13][CH2:14][CH2:15][CH2:16][C:17]([OH:19])=[O:18].[C-:20]#[N:21].[Na+].[Na+].[I-].Cl. Product: [C:20]([CH2:2][CH2:3][CH2:4][CH2:5][CH2:6][CH2:7][CH2:8][CH2:9][CH2:10][CH2:11][CH2:12][CH2:13][CH2:14][CH2:15][CH2:16][C:17]([OH:19])=[O:18])#[N:21]. The catalyst class is: 374. (2) The catalyst class is: 4. Reactant: [NH2:1][CH:2]([C@H:4]1[O:12][C@H:11]2[C@H:7]([N:8]=[C:9]([N:13]([CH3:15])[CH3:14])[S:10]2)[C@@H:6]([O:16]CC2C=CC=CC=2)[C@@H:5]1[O:24]CC1C=CC=CC=1)[CH3:3].B(Cl)(Cl)Cl.CO.[NH4+].[OH-]. Product: [NH2:1][C@@H:2]([C@H:4]1[O:12][C@H:11]2[C@H:7]([N:8]=[C:9]([N:13]([CH3:14])[CH3:15])[S:10]2)[C@@H:6]([OH:16])[C@@H:5]1[OH:24])[CH3:3]. (3) Reactant: [C:1]1([OH:7])[CH:6]=[CH:5][CH:4]=[CH:3][CH:2]=1.[Cl:8][C:9]1[CH:14]=[C:13](Cl)[N:12]=[C:11]([NH2:16])[CH:10]=1.[H-].[Na+].CS(C)=O. Product: [Cl:8][C:9]1[CH:14]=[C:13]([O:7][C:1]2[CH:6]=[CH:5][CH:4]=[CH:3][CH:2]=2)[N:12]=[C:11]([NH2:16])[CH:10]=1. The catalyst class is: 6. (4) Reactant: [C:9](O[C:9]([O:11][C:12]([CH3:15])([CH3:14])[CH3:13])=[O:10])(=[O:10])[O:11][C:12]([CH3:15])([CH3:14])[CH3:13].[NH2:16][CH:17]1[CH2:22][CH2:21][N:20]([C:23]([O:25][CH2:26][CH3:27])=[O:24])[CH2:19][CH2:18]1. Product: [C:12]([O:11][C:9]([NH:16][CH:17]1[CH2:18][CH2:19][N:20]([C:23]([O:25][CH2:26][CH3:27])=[O:24])[CH2:21][CH2:22]1)=[O:10])([CH3:13])([CH3:14])[CH3:15]. The catalyst class is: 367. (5) Reactant: [CH2:1]([O:8][C@@H:9]1[C@@H:14]([O:15][CH2:16][C:17]2[CH:22]=[CH:21][CH:20]=[CH:19][CH:18]=2)[C@@H:13]([OH:23])[C@@H:12]([CH2:24][O:25][CH2:26][C:27]2[CH:32]=[CH:31][CH:30]=[CH:29][CH:28]=2)[O:11][C@H:10]1[N:33]=[N+]=[N-])[C:2]1[CH:7]=[CH:6][CH:5]=[CH:4][CH:3]=1.C(S)CCS.C(N(CC)CC)C. Product: [CH2:1]([O:8][C@@H:9]1[C@@H:14]([O:15][CH2:16][C:17]2[CH:22]=[CH:21][CH:20]=[CH:19][CH:18]=2)[C@@H:13]([OH:23])[C@@H:12]([CH2:24][O:25][CH2:26][C:27]2[CH:28]=[CH:29][CH:30]=[CH:31][CH:32]=2)[O:11][C@H:10]1[NH2:33])[C:2]1[CH:7]=[CH:6][CH:5]=[CH:4][CH:3]=1. The catalyst class is: 5. (6) Reactant: [Cl:1][C:2]1[CH:3]=[C:4]([NH:9][C:10]2[N:11]=[CH:12][C:13]([C:16](OC)=[O:17])=[N:14][CH:15]=2)[CH:5]=[CH:6][C:7]=1[Cl:8].CC(C[AlH]CC(C)C)C. Product: [Cl:1][C:2]1[CH:3]=[C:4]([NH:9][C:10]2[N:11]=[CH:12][C:13]([CH2:16][OH:17])=[N:14][CH:15]=2)[CH:5]=[CH:6][C:7]=1[Cl:8]. The catalyst class is: 182.